From a dataset of Forward reaction prediction with 1.9M reactions from USPTO patents (1976-2016). Predict the product of the given reaction. (1) Given the reactants [CH:1](=O)[C:2]1[CH:7]=[CH:6][CH:5]=[CH:4][CH:3]=1.[BH-](OC(C)=O)(OC(C)=O)OC(C)=O.[Na+].[CH3:23][O:24][C:25]([C:27]1[NH:31][C:30]2[CH:32]=[CH:33][C:34]([NH2:36])=[CH:35][C:29]=2[N:28]=1)=[O:26], predict the reaction product. The product is: [CH3:23][O:24][C:25]([C:27]1[NH:28][C:29]2[CH:35]=[C:34]([NH:36][CH2:1][C:2]3[CH:7]=[CH:6][CH:5]=[CH:4][CH:3]=3)[CH:33]=[CH:32][C:30]=2[N:31]=1)=[O:26]. (2) Given the reactants [Br:1][C:2]1[CH:3]=[C:4]([CH:7]=[CH:8][C:9]=1[O:10][CH3:11])[CH:5]=O.[CH2:12]([SH:16])[CH2:13][CH2:14][SH:15].[O-]S([O-])(=O)=O.[Na+].[Na+].B(F)(F)F, predict the reaction product. The product is: [Br:1][C:2]1[CH:3]=[C:4]([CH:5]2[S:16][CH2:12][CH2:13][CH2:14][S:15]2)[CH:7]=[CH:8][C:9]=1[O:10][CH3:11].